This data is from Full USPTO retrosynthesis dataset with 1.9M reactions from patents (1976-2016). The task is: Predict the reactants needed to synthesize the given product. Given the product [N:17]1([C:14]2[CH:15]=[CH:16][C:11]([CH2:10][C:9]([N:6]3[CH2:7][CH:8]4[CH:4]([CH:3]4[C:1]#[C:2][C:24]4[CH:33]=[CH:32][C:27]5[C:28](=[O:31])[O:29][CH2:30][C:26]=5[CH:25]=4)[CH2:5]3)=[O:22])=[CH:12][CH:13]=2)[CH:21]=[N:20][N:19]=[N:18]1, predict the reactants needed to synthesize it. The reactants are: [C:1]([CH:3]1[CH:8]2[CH:4]1[CH2:5][N:6]([C:9](=[O:22])[CH2:10][C:11]1[CH:16]=[CH:15][C:14]([N:17]3[CH:21]=[N:20][N:19]=[N:18]3)=[CH:13][CH:12]=1)[CH2:7]2)#[CH:2].Br[C:24]1[CH:33]=[CH:32][C:27]2[C:28](=[O:31])[O:29][CH2:30][C:26]=2[CH:25]=1.